This data is from Full USPTO retrosynthesis dataset with 1.9M reactions from patents (1976-2016). The task is: Predict the reactants needed to synthesize the given product. Given the product [C:7]([OH:6])(=[O:33])[CH3:30].[CH3:31][C:32]1([CH3:34])[N:14]=[C:13]([NH:12][CH2:11][C:10]2[CH:9]=[CH:8][C:7]([O:6][CH3:5])=[CH:30][CH:29]=2)[NH:15][C:16]([NH:18][CH2:19][CH2:20][CH2:21][CH2:22][CH2:23][CH2:24][CH2:25][CH2:26][CH2:27][CH3:28])=[N:17]1, predict the reactants needed to synthesize it. The reactants are: [OH-].[Na+].Cl.Cl.[CH3:5][O:6][C:7]1[CH:30]=[CH:29][C:10]([CH2:11][NH:12][C:13]([NH:15][C:16]([NH:18][CH2:19][CH2:20][CH2:21][CH2:22][CH2:23][CH2:24][CH2:25][CH2:26][CH2:27][CH3:28])=[NH:17])=[NH:14])=[CH:9][CH:8]=1.[CH3:31][C:32]([CH3:34])=[O:33].N1CCCCC1.